This data is from Reaction yield outcomes from USPTO patents with 853,638 reactions. The task is: Predict the reaction yield, written as a fraction of the theoretical maximum amount of product (1.0 means a 100% yield; for example, 0.34 means a 34% yield). (1) The reactants are [N+:1]([C:4]1[CH:5]=[N:6][CH:7]=[CH:8][C:9]=1[CH2:10][CH2:11][OH:12])([O-])=O. The catalyst is CO.[H][H].[Pd]. The product is [NH2:1][C:4]1[CH:5]=[N:6][CH:7]=[CH:8][C:9]=1[CH2:10][CH2:11][OH:12]. The yield is 0.810. (2) The reactants are [CH3:1][O:2][CH2:3][CH2:4][O:5][CH2:6][CH2:7]O.C1(P(C2C=CC=CC=2)C2C=CC=CC=2)C=CC=CC=1.N(C(OC(C)C)=O)=NC(OC(C)C)=O.[Br:42][C:43]1[CH:52]=[CH:51][C:46]([C:47]([O:49]C)=O)=[CH:45][C:44]=1[OH:53].O.[OH-].[Li+].Cl.BrC1C=CC(C(O)=O)=CC=1OCCOCCOC.Cl.CN(C)CCCN=C=NCC.[C:88]1([S:98]([NH2:101])(=[O:100])=[O:99])[C:89]([S:94]([NH2:97])(=[O:96])=[O:95])=[CH:90][CH:91]=[CH:92][CH:93]=1. The catalyst is O1CCCC1.O.CN(C)C1C=CN=CC=1.CN(C)C=O. The product is [Br:42][C:43]1[CH:52]=[CH:51][C:46]([C:47]([NH:101][S:98]([C:88]2[CH:93]=[CH:92][CH:91]=[CH:90][C:89]=2[S:94](=[O:96])(=[O:95])[NH2:97])(=[O:100])=[O:99])=[O:49])=[CH:45][C:44]=1[O:53][CH2:7][CH2:6][O:5][CH2:4][CH2:3][O:2][CH3:1]. The yield is 0.600. (3) The reactants are Br[C:2]1[CH:13]=[N:12][C:5]2[NH:6][C:7](=[O:11])[CH2:8][CH2:9][CH2:10][C:4]=2[CH:3]=1.CC1NC2C(C=1[CH2:24][N:25](C)[C:26](=[O:29])[CH:27]=[CH2:28])=CC=CC=2.C1(C)C=CC=CC=1P(C1C=CC=CC=1C)C1C=CC=CC=1C.C(N(C(C)C)CC)(C)C. The product is [CH3:24][NH:25][C:26](=[O:29])/[CH:27]=[CH:28]/[C:2]1[CH:13]=[N:12][C:5]2[NH:6][C:7](=[O:11])[CH2:8][CH2:9][CH2:10][C:4]=2[CH:3]=1. The catalyst is C(#N)CC.CC([O-])=O.CC([O-])=O.[Pd+2]. The yield is 0.350. (4) The reactants are [NH2:1][CH2:2][C:3]1[N:4]([CH2:22][CH:23]([CH3:25])[CH3:24])[C:5](=[O:21])[C:6]2[C:11]([C:12]=1[C:13]1[CH:18]=[CH:17][CH:16]=[CH:15][CH:14]=1)=[CH:10][C:9]([S:19][CH3:20])=[CH:8][CH:7]=2.[ClH:26]. The catalyst is C(OCC)(=O)C. The product is [ClH:26].[NH2:1][CH2:2][C:3]1[N:4]([CH2:22][CH:23]([CH3:25])[CH3:24])[C:5](=[O:21])[C:6]2[C:11]([C:12]=1[C:13]1[CH:18]=[CH:17][CH:16]=[CH:15][CH:14]=1)=[CH:10][C:9]([S:19][CH3:20])=[CH:8][CH:7]=2. The yield is 0.950. (5) The reactants are C[O:2][C:3]([C:5]1[S:9][C:8]([N:10]2[C:14]3[CH:15]=[C:16]([O:21][CH3:22])[C:17]([O:19][CH3:20])=[CH:18][C:13]=3[N:12]=[CH:11]2)=[N:7][C:6]=1Br)=[O:4].[CH2:24]1[O:32][C:31]2[CH:30]=[CH:29][C:28](B(O)O)=[CH:27][C:26]=2[O:25]1. No catalyst specified. The product is [O:25]1[C:26]2[CH:27]=[CH:28][C:29]([C:6]3[N:7]=[C:8]([N:10]4[C:14]5[CH:15]=[C:16]([O:21][CH3:22])[C:17]([O:19][CH3:20])=[CH:18][C:13]=5[N:12]=[CH:11]4)[S:9][C:5]=3[C:3]([OH:2])=[O:4])=[CH:30][C:31]=2[O:32][CH2:24]1. The yield is 0.250. (6) The reactants are [NH2:1][C:2]1[CH:7]=[C:6]([Cl:8])[CH:5]=[CH:4][C:3]=1[S:9][CH2:10][C:11]1[N:12]=[C:13]([NH:16][C:17](=[O:23])[O:18][C:19]([CH3:22])([CH3:21])[CH3:20])[S:14][CH:15]=1.[O:24]1[C:28]2[CH:29]=[CH:30][CH:31]=[CH:32][C:27]=2[CH:26]=[C:25]1[S:33](Cl)(=[O:35])=[O:34]. The catalyst is N1C=CC=CC=1. The product is [O:24]1[C:28]2[CH:29]=[CH:30][CH:31]=[CH:32][C:27]=2[CH:26]=[C:25]1[S:33]([NH:1][C:2]1[CH:7]=[C:6]([Cl:8])[CH:5]=[CH:4][C:3]=1[S:9][CH2:10][C:11]1[N:12]=[C:13]([NH:16][C:17](=[O:23])[O:18][C:19]([CH3:20])([CH3:22])[CH3:21])[S:14][CH:15]=1)(=[O:35])=[O:34]. The yield is 0.540. (7) The reactants are [NH2:1][CH:2]([C:7]1[CH:12]=[CH:11][C:10]([Cl:13])=[CH:9][CH:8]=1)[C:3](OC)=[O:4].[NH3:14]. No catalyst specified. The product is [NH2:1][CH:2]([C:7]1[CH:12]=[CH:11][C:10]([Cl:13])=[CH:9][CH:8]=1)[C:3]([NH2:14])=[O:4]. The yield is 0.860.